The task is: Predict which catalyst facilitates the given reaction.. This data is from Catalyst prediction with 721,799 reactions and 888 catalyst types from USPTO. (1) Reactant: [C:1]([NH:4][C@H:5]([CH2:9][O:10][CH3:11])[C:6]([OH:8])=O)(=[O:3])[CH3:2].ClC(OCC(C)C)=O.CN1CCOCC1.[CH2:27]([NH2:34])[C:28]1[CH:33]=[CH:32][CH:31]=[CH:30][CH:29]=1. Product: [C:1]([NH:4][C@H:5]([CH2:9][O:10][CH3:11])[C:6]([NH:34][CH2:27][C:28]1[CH:33]=[CH:32][CH:31]=[CH:30][CH:29]=1)=[O:8])(=[O:3])[CH3:2]. The catalyst class is: 7. (2) Reactant: C(N(CC)CC)C.[NH2:8][C:9]1[CH:16]=[CH:15][C:12]([C:13]#[N:14])=[C:11]([C:17]([F:20])([F:19])[F:18])[CH:10]=1.Cl[C:22](Cl)([O:24][C:25](=[O:31])OC(Cl)(Cl)Cl)Cl.[CH3:33][O:34][C:35]1[CH:36]=[C:37]([C@:43]23[CH2:51][CH2:50][C@H:49]([NH2:52])[CH2:48][C@H:47]2[N:46]([CH3:53])[CH2:45][CH2:44]3)[CH:38]=[CH:39][C:40]=1[O:41][CH3:42]. Product: [F:18][C:17]([F:20])([F:19])[C:25]([OH:24])=[O:31].[C:13]([C:12]1[CH:15]=[CH:16][C:9]([NH:8][C:22]([NH:52][C@@H:49]2[CH2:48][C@@H:47]3[C@@:43]([C:37]4[CH:38]=[CH:39][C:40]([O:41][CH3:42])=[C:35]([O:34][CH3:33])[CH:36]=4)([CH2:44][CH2:45][N:46]3[CH3:53])[CH2:51][CH2:50]2)=[O:24])=[CH:10][C:11]=1[C:17]([F:18])([F:19])[F:20])#[N:14]. The catalyst class is: 2. (3) Reactant: [C:1]1([C:7]2[CH:14]=[CH:13][C:10]([CH:11]=O)=[CH:9][CH:8]=2)[CH:6]=[CH:5][CH:4]=[CH:3][CH:2]=1.[N:15]1[CH:20]=[CH:19][C:18]([CH3:21])=[CH:17][C:16]=1[CH3:22]. Product: [CH3:21][C:18]1[CH:19]=[CH:20][N:15]=[C:16](/[CH:22]=[CH:11]/[C:10]2[CH:13]=[CH:14][C:7]([C:1]3[CH:6]=[CH:5][CH:4]=[CH:3][CH:2]=3)=[CH:8][CH:9]=2)[CH:17]=1. The catalyst class is: 152. (4) Reactant: [CH3:1][O:2][C:3]1[CH:23]=[CH:22][C:6]([C:7]([N:9]([C:14]2[CH:15]=[N:16][C:17]([O:20][CH3:21])=[CH:18][CH:19]=2)[NH:10][C:11]([NH2:13])=[O:12])=O)=[CH:5][CH:4]=1.C(O)C. Product: [CH3:1][O:2][C:3]1[CH:23]=[CH:22][C:6]([C:7]2[N:9]([C:14]3[CH:15]=[N:16][C:17]([O:20][CH3:21])=[CH:18][CH:19]=3)[N:10]=[C:11]([OH:12])[N:13]=2)=[CH:5][CH:4]=1. The catalyst class is: 74. (5) Product: [CH3:27][C:28]1[C:32]([C:2]2[CH:3]=[CH:4][C:5]3[N:6]([C:8]([C:11]([NH:13][C:14]4[CH:19]=[C:18]([C:20]5[N:24]=[C:23]([CH3:25])[O:22][N:21]=5)[CH:17]=[CH:16][C:15]=4[CH3:26])=[O:12])=[CH:9][N:10]=3)[CH:7]=2)=[C:31]([CH3:42])[N:30]([CH2:43][CH2:44][N:45]2[CH2:46][CH2:47][O:48][CH2:49][CH2:50]2)[N:29]=1. The catalyst class is: 12. Reactant: Br[C:2]1[CH:3]=[CH:4][C:5]2[N:6]([C:8]([C:11]([NH:13][C:14]3[CH:19]=[C:18]([C:20]4[N:24]=[C:23]([CH3:25])[O:22][N:21]=4)[CH:17]=[CH:16][C:15]=3[CH3:26])=[O:12])=[CH:9][N:10]=2)[CH:7]=1.[CH3:27][C:28]1[C:32](B2OC(C)(C)C(C)(C)O2)=[C:31]([CH3:42])[N:30]([CH2:43][CH2:44][N:45]2[CH2:50][CH2:49][O:48][CH2:47][CH2:46]2)[N:29]=1.C(=O)([O-])[O-].[Na+].[Na+].